From a dataset of Catalyst prediction with 721,799 reactions and 888 catalyst types from USPTO. Predict which catalyst facilitates the given reaction. (1) Reactant: [Cl:1][C:2]1[CH:9]=[C:6]([CH:7]=[O:8])[C:5]([OH:10])=[CH:4][CH:3]=1.[O:11]1[C:15]2([CH2:20][CH2:19][CH:18](OS(C)(=O)=O)[CH2:17][CH2:16]2)[O:14][CH2:13][CH2:12]1.C([O-])([O-])=O.[K+].[K+]. Product: [Cl:1][C:2]1[CH:3]=[CH:4][C:5]([O:10][CH:18]2[CH2:19][CH2:20][C:15]3([O:14][CH2:13][CH2:12][O:11]3)[CH2:16][CH2:17]2)=[C:6]([CH:9]=1)[CH:7]=[O:8]. The catalyst class is: 9. (2) Reactant: [Cl:1][C:2]1[CH:7]=[C:6]([Cl:8])[CH:5]=[C:4]([Cl:9])[C:3]=1[N:10]1[C:14]2=[N:15][C:16]([CH2:20][C:21]3[CH:26]=[CH:25][CH:24]=[C:23]([O:27]C)[CH:22]=3)=[N:17][C:18](=[O:19])[C:13]2=[C:12]([CH2:29][CH3:30])[NH:11]1.B(Br)(Br)Br. The catalyst class is: 2. Product: [Cl:1][C:2]1[CH:7]=[C:6]([Cl:8])[CH:5]=[C:4]([Cl:9])[C:3]=1[N:10]1[C:14]2=[N:15][C:16]([CH2:20][C:21]3[CH:26]=[CH:25][CH:24]=[C:23]([OH:27])[CH:22]=3)=[N:17][C:18](=[O:19])[C:13]2=[C:12]([CH2:29][CH3:30])[NH:11]1. (3) Reactant: Cl.Cl.[NH2:3][CH2:4][CH2:5][N:6]1[C:14]2[C:13]([NH:15][C:16]3[CH:17]=[C:18]4[C:22](=[CH:23][CH:24]=3)[N:21]([CH2:25][C:26]3[CH:27]=[C:28]([CH:36]=[CH:37][CH:38]=3)[C:29]([NH:31][C:32]([CH3:35])([CH3:34])[CH3:33])=[O:30])[CH:20]=[CH:19]4)=[N:12][CH:11]=[N:10][C:9]=2[CH:8]=[CH:7]1.[CH3:39][C:40]([S:45]([CH3:48])(=[O:47])=[O:46])([CH3:44])[C:41](O)=[O:42].ON1C2C=CC=CC=2N=N1.Cl.C(N=C=NCCCN(C)C)C. Product: [C:32]([NH:31][C:29](=[O:30])[C:28]1[CH:36]=[CH:37][CH:38]=[C:26]([CH2:25][N:21]2[C:22]3[C:18](=[CH:17][C:16]([NH:15][C:13]4[C:14]5[N:6]([CH2:5][CH2:4][NH:3][C:41](=[O:42])[C:40]([CH3:44])([S:45]([CH3:48])(=[O:47])=[O:46])[CH3:39])[CH:7]=[CH:8][C:9]=5[N:10]=[CH:11][N:12]=4)=[CH:24][CH:23]=3)[CH:19]=[CH:20]2)[CH:27]=1)([CH3:33])([CH3:34])[CH3:35]. The catalyst class is: 289. (4) Product: [C:16]([O:15][C:13]([O:12][NH:11][C:9]1[S:10][C:6]([C:4]([OH:5])=[O:3])=[C:7]([C:20]([F:22])([F:23])[F:21])[N:8]=1)=[O:14])([CH3:19])([CH3:17])[CH3:18]. The catalyst class is: 5. Reactant: C([O:3][C:4]([C:6]1[S:10][C:9]([NH:11][O:12][C:13]([O:15][C:16]([CH3:19])([CH3:18])[CH3:17])=[O:14])=[N:8][C:7]=1[C:20]([F:23])([F:22])[F:21])=[O:5])C.[OH-].[Na+].Cl. (5) Reactant: C([O:8][CH2:9][CH2:10][CH2:11][N:12]1[CH2:17][CH2:16][NH:15][C@@H:14]([CH3:18])[C:13]1=[O:19])C1C=CC=CC=1. Product: [OH:8][CH2:9][CH2:10][CH2:11][N:12]1[CH2:17][CH2:16][NH:15][C@@H:14]([CH3:18])[C:13]1=[O:19]. The catalyst class is: 19. (6) Reactant: [CH3:1][C:2]1[CH:9]=[C:8]([C:10]([F:13])([F:12])[F:11])[CH:7]=[CH:6][C:3]=1[CH:4]=[O:5].[BH4-].[Na+].Cl. Product: [CH3:1][C:2]1[CH:9]=[C:8]([C:10]([F:11])([F:12])[F:13])[CH:7]=[CH:6][C:3]=1[CH2:4][OH:5]. The catalyst class is: 8. (7) Reactant: [Br:1][C:2]1[CH:7]=[CH:6][N:5]=[CH:4][C:3]=1[CH:8]=[O:9].[CH:10]([Mg]Br)([CH3:12])[CH3:11]. Product: [Br:1][C:2]1[CH:7]=[CH:6][N:5]=[CH:4][C:3]=1[CH:8]([OH:9])[CH:10]([CH3:12])[CH3:11]. The catalyst class is: 1. (8) Reactant: C(O)(=O)C.[F:5][C:6]1[CH:11]=[C:10]([CH2:12][C:13]([C:15]2[CH:16]=[N:17][CH:18]=[CH:19][CH:20]=2)=[O:14])[CH:9]=[CH:8][N:7]=1.[N:21]([O-])=[O:22].[Na+]. Product: [F:5][C:6]1[CH:11]=[C:10](/[C:12](=[N:21]\[OH:22])/[C:13]([C:15]2[CH:16]=[N:17][CH:18]=[CH:19][CH:20]=2)=[O:14])[CH:9]=[CH:8][N:7]=1. The catalyst class is: 6.